Dataset: Full USPTO retrosynthesis dataset with 1.9M reactions from patents (1976-2016). Task: Predict the reactants needed to synthesize the given product. (1) Given the product [ClH:1].[OH:9][CH2:10][CH:11]1[CH2:12][NH:13][CH2:14][CH2:15][N:16]1[CH2:17][CH:18]([N:22]1[CH:26]=[C:25]([C:27]2[C:28]3[CH:35]=[CH:34][N:33]([CH2:36][O:37][CH2:38][CH2:39][Si:40]([CH3:41])([CH3:43])[CH3:42])[C:29]=3[N:30]=[CH:31][N:32]=2)[CH:24]=[N:23]1)[CH2:19][C:20]#[N:21], predict the reactants needed to synthesize it. The reactants are: [ClH:1].[Si]([O:9][CH2:10][CH:11]1[N:16]([CH2:17][CH:18]([N:22]2[CH:26]=[C:25]([C:27]3[C:28]4[CH:35]=[CH:34][N:33]([CH2:36][O:37][CH2:38][CH2:39][Si:40]([CH3:43])([CH3:42])[CH3:41])[C:29]=4[N:30]=[CH:31][N:32]=3)[CH:24]=[N:23]2)[CH2:19][C:20]#[N:21])[CH2:15][CH2:14][N:13](C(OC(C)(C)C)=O)[CH2:12]1)(C(C)(C)C)(C)C. (2) Given the product [Cl:22][C:2]1[N:7]=[CH:6][N:5]=[C:4]2[NH:8][N:9]=[CH:10][C:3]=12, predict the reactants needed to synthesize it. The reactants are: O[C:2]1[N:7]=[CH:6][N:5]=[C:4]2[NH:8][N:9]=[CH:10][C:3]=12.CN(C)C1C=CC=CC=1.O=P(Cl)(Cl)[Cl:22].